The task is: Binary Classification. Given a T-cell receptor sequence (or CDR3 region) and an epitope sequence, predict whether binding occurs between them.. This data is from TCR-epitope binding with 47,182 pairs between 192 epitopes and 23,139 TCRs. (1) The epitope is MPASWVMRI. The TCR CDR3 sequence is CASTPGATTGELFF. Result: 0 (the TCR does not bind to the epitope). (2) The epitope is YVFCTVNAL. The TCR CDR3 sequence is CASSPEGARYQETQYF. Result: 0 (the TCR does not bind to the epitope). (3) The epitope is YVLDHLIVV. The TCR CDR3 sequence is CASSVGHTSYNEQFF. Result: 0 (the TCR does not bind to the epitope). (4) The epitope is FLASKIGRLV. The TCR CDR3 sequence is CSVPSDRNTEAFF. Result: 0 (the TCR does not bind to the epitope). (5) The epitope is FVDGVPFVV. The TCR CDR3 sequence is CASSLNLGQGAVEAFF. Result: 0 (the TCR does not bind to the epitope). (6) The epitope is LEPLVDLPI. The TCR CDR3 sequence is CASSLAGQGAFYNSPLHF. Result: 1 (the TCR binds to the epitope). (7) The epitope is TLIGDCATV. Result: 1 (the TCR binds to the epitope). The TCR CDR3 sequence is CASSGMTGRETGELFF. (8) The epitope is DATYQRTRALVR. The TCR CDR3 sequence is CASSELTGGGYEQYF. Result: 1 (the TCR binds to the epitope). (9) The epitope is ILHCANFNV. The TCR CDR3 sequence is CASSYRTGNTEAFF. Result: 1 (the TCR binds to the epitope). (10) The epitope is MLNIPSINV. The TCR CDR3 sequence is CASSSGTGDKETQYF. Result: 1 (the TCR binds to the epitope).